This data is from Forward reaction prediction with 1.9M reactions from USPTO patents (1976-2016). The task is: Predict the product of the given reaction. The product is: [NH2:43][C:2]1[CH:3]=[N:4][C:5]2[C:10]([C:11]=1[C:12]1[C:17]([O:18][CH3:19])=[CH:16][C:15]([C:20]3[CH:25]=[CH:24][CH:23]=[C:22]([F:26])[CH:21]=3)=[C:14]([Cl:27])[CH:13]=1)=[CH:9][CH:8]=[C:7]([S:28]([NH:31][C:32]1[CH:36]=[CH:35][O:34][N:33]=1)(=[O:30])=[O:29])[CH:6]=2. Given the reactants Br[C:2]1[CH:3]=[N:4][C:5]2[C:10]([C:11]=1[C:12]1[C:17]([O:18][CH3:19])=[CH:16][C:15]([C:20]3[CH:25]=[CH:24][CH:23]=[C:22]([F:26])[CH:21]=3)=[C:14]([Cl:27])[CH:13]=1)=[CH:9][CH:8]=[C:7]([S:28]([NH:31][C:32]1[CH:36]=[CH:35][O:34][N:33]=1)(=[O:30])=[O:29])[CH:6]=2.C(S([NH2:43])=O)(C)(C)C.CC1(C)C2C(=C(P(C3C=CC=CC=3)C3C=CC=CC=3)C=CC=2)OC2C(P(C3C=CC=CC=3)C3C=CC=CC=3)=CC=CC1=2.C(=O)([O-])[O-].[Cs+].[Cs+].Cl, predict the reaction product.